This data is from Full USPTO retrosynthesis dataset with 1.9M reactions from patents (1976-2016). The task is: Predict the reactants needed to synthesize the given product. (1) Given the product [CH:1]1([CH2:7][C:8]2[S:12][C:11]([NH:13][C:27](=[O:28])[C:26]3[CH:30]=[CH:31][C:32]([O:33][CH3:34])=[C:24]([O:23][CH3:22])[CH:25]=3)=[N:10][C:9]=2[C:14]2[CH:15]=[CH:16][C:17]([O:20][CH3:21])=[CH:18][CH:19]=2)[CH2:2][CH2:3][CH2:4][CH2:5][CH2:6]1, predict the reactants needed to synthesize it. The reactants are: [CH:1]1([CH2:7][C:8]2[S:12][C:11]([NH2:13])=[N:10][C:9]=2[C:14]2[CH:19]=[CH:18][C:17]([O:20][CH3:21])=[CH:16][CH:15]=2)[CH2:6][CH2:5][CH2:4][CH2:3][CH2:2]1.[CH3:22][O:23][C:24]1[CH:25]=[C:26]([CH:30]=[CH:31][C:32]=1[O:33][CH3:34])[C:27](Cl)=[O:28]. (2) The reactants are: [Cl:1][C:2]1[N:11]=[C:10](Cl)[C:9]2[C:4](=[CH:5][CH:6]=[C:7]([CH3:13])[CH:8]=2)[N:3]=1.[NH2:14][CH2:15][CH2:16][NH:17][C:18](=[O:24])[O:19][C:20]([CH3:23])([CH3:22])[CH3:21]. Given the product [Cl:1][C:2]1[N:11]=[C:10]([NH:14][CH2:15][CH2:16][NH:17][C:18](=[O:24])[O:19][C:20]([CH3:22])([CH3:21])[CH3:23])[C:9]2[C:4](=[CH:5][CH:6]=[C:7]([CH3:13])[CH:8]=2)[N:3]=1, predict the reactants needed to synthesize it.